Dataset: Full USPTO retrosynthesis dataset with 1.9M reactions from patents (1976-2016). Task: Predict the reactants needed to synthesize the given product. (1) Given the product [CH2:35]([O:34][C:32]([NH:31][C@@H:7]([CH2:8][CH2:9][C:10]([N:12]1[CH2:13][CH2:14][CH:15]([C:18]2[CH:23]=[CH:22][CH:21]=[C:20]([NH:24][C:25]3[NH:26][CH2:27][CH2:28][CH2:29][N:30]=3)[CH:19]=2)[CH2:16][CH2:17]1)=[O:11])[C:6]([OH:42])=[O:5])=[O:33])[C:36]1[CH:41]=[CH:40][CH:39]=[CH:38][CH:37]=1, predict the reactants needed to synthesize it. The reactants are: C([O:5][C:6](=[O:42])[C@@H:7]([NH:31][C:32]([O:34][CH2:35][C:36]1[CH:41]=[CH:40][CH:39]=[CH:38][CH:37]=1)=[O:33])[CH2:8][CH2:9][C:10]([N:12]1[CH2:17][CH2:16][CH:15]([C:18]2[CH:23]=[CH:22][CH:21]=[C:20]([NH:24][C:25]3[NH:26][CH2:27][CH2:28][CH2:29][N:30]=3)[CH:19]=2)[CH2:14][CH2:13]1)=[O:11])(C)(C)C.FC(F)(F)C(O)=O. (2) Given the product [CH:38]1([CH2:41][NH:42][C:21]2[N:20]=[C:19]([O:18][C:11]3[C:12]4[C:17](=[CH:16][CH:15]=[CH:14][CH:13]=4)[C:8]([NH:7][C:5](=[O:6])[C:4]4[CH:29]=[C:30]([N:32]5[CH2:37][CH2:36][CH2:35][CH2:34][CH2:33]5)[CH:31]=[C:2]([F:1])[CH:3]=4)=[CH:9][CH:10]=3)[CH:24]=[CH:23][N:22]=2)[CH2:40][CH2:39]1, predict the reactants needed to synthesize it. The reactants are: [F:1][C:2]1[CH:3]=[C:4]([CH:29]=[C:30]([N:32]2[CH2:37][CH2:36][CH2:35][CH2:34][CH2:33]2)[CH:31]=1)[C:5]([NH:7][C:8]1[C:17]2[C:12](=[CH:13][CH:14]=[CH:15][CH:16]=2)[C:11]([O:18][C:19]2[CH:24]=[CH:23][N:22]=[C:21](S(C)(=O)=O)[N:20]=2)=[CH:10][CH:9]=1)=[O:6].[CH:38]1([CH2:41][NH2:42])[CH2:40][CH2:39]1. (3) Given the product [CH3:1][O:2][C:3]1[C:12]([NH:13][C:14]([N:34]2[CH2:33][CH2:32][N:31]([C:26]3[CH:27]=[CH:28][CH:29]=[CH:30][C:25]=3[S:24][CH3:23])[CH2:36][CH2:35]2)=[S:22])=[N:11][C:10]2[C:5](=[CH:6][CH:7]=[CH:8][CH:9]=2)[N:4]=1, predict the reactants needed to synthesize it. The reactants are: [CH3:1][O:2][C:3]1[C:12]([NH:13][C:14](=[S:22])OC2C=CC=CC=2)=[N:11][C:10]2[C:5](=[CH:6][CH:7]=[CH:8][CH:9]=2)[N:4]=1.[CH3:23][S:24][C:25]1[CH:30]=[CH:29][CH:28]=[CH:27][C:26]=1[N:31]1[CH2:36][CH2:35][NH:34][CH2:33][CH2:32]1.